The task is: Regression. Given a peptide amino acid sequence and an MHC pseudo amino acid sequence, predict their binding affinity value. This is MHC class II binding data.. This data is from Peptide-MHC class II binding affinity with 134,281 pairs from IEDB. (1) The peptide sequence is EGTVDFIFGEARSLY. The MHC is HLA-DQA10102-DQB10502 with pseudo-sequence HLA-DQA10102-DQB10502. The binding affinity (normalized) is 0.184. (2) The peptide sequence is VRVPVPQLQPQNPSQQQPQ. The MHC is HLA-DQA10501-DQB10201 with pseudo-sequence HLA-DQA10501-DQB10201. The binding affinity (normalized) is 0.297. (3) The peptide sequence is WGAIWRIDTPDKLTGPFTVR. The MHC is HLA-DQA10501-DQB10201 with pseudo-sequence HLA-DQA10501-DQB10201. The binding affinity (normalized) is 0.653. (4) The binding affinity (normalized) is 0.837. The MHC is DRB1_0101 with pseudo-sequence DRB1_0101. The peptide sequence is ALDVWALGLAIFEFV.